Dataset: Reaction yield outcomes from USPTO patents with 853,638 reactions. Task: Predict the reaction yield, written as a fraction of the theoretical maximum amount of product (1.0 means a 100% yield; for example, 0.34 means a 34% yield). (1) The reactants are [Cl:1][C:2]1[CH:7]=[CH:6][C:5]([N+:8]([O-:10])=[O:9])=[CH:4][C:3]=1[S:11](Cl)(=[O:13])=[O:12].[N:15]1([C:21]([O:23][C:24]([CH3:27])([CH3:26])[CH3:25])=[O:22])[CH2:20][CH2:19][NH:18][CH2:17][CH2:16]1.CCOC(C)=O.O. The catalyst is C(Cl)Cl. The product is [Cl:1][C:2]1[CH:7]=[CH:6][C:5]([N+:8]([O-:10])=[O:9])=[CH:4][C:3]=1[S:11]([N:18]1[CH2:17][CH2:16][N:15]([C:21]([O:23][C:24]([CH3:27])([CH3:26])[CH3:25])=[O:22])[CH2:20][CH2:19]1)(=[O:13])=[O:12]. The yield is 0.830. (2) The reactants are [Cl:1][C:2]1[CH:7]=[CH:6][C:5]([CH2:8][OH:9])=[CH:4][C:3]=1[S:10]([NH2:13])(=[O:12])=[O:11]. The catalyst is O1CCCC1.O=[Mn]=O. The product is [Cl:1][C:2]1[CH:7]=[CH:6][C:5]([CH:8]=[O:9])=[CH:4][C:3]=1[S:10]([NH2:13])(=[O:12])=[O:11]. The yield is 0.800. (3) The reactants are Br[C:2]1[CH:7]=[CH:6][C:5]([C:8](=[C:16]2[CH2:21][CH2:20][CH2:19][CH2:18][CH2:17]2)[C:9]2[CH:14]=[CH:13][C:12]([OH:15])=[CH:11][CH:10]=2)=[C:4]([F:22])[CH:3]=1.[C:23]([O:27][C:28]([CH3:31])([CH3:30])[CH3:29])(=[O:26])[CH:24]=[CH2:25].CC1C=CC=CC=1P(C1C=CC=CC=1C)C1C=CC=CC=1C.CCN(CC)CC. The catalyst is CC([O-])=O.CC([O-])=O.[Pd+2].O. The product is [C:16]1(=[C:8]([C:9]2[CH:14]=[CH:13][C:12]([OH:15])=[CH:11][CH:10]=2)[C:5]2[CH:6]=[CH:7][C:2](/[CH:25]=[CH:24]/[C:23]([O:27][C:28]([CH3:31])([CH3:30])[CH3:29])=[O:26])=[CH:3][C:4]=2[F:22])[CH2:21][CH2:20][CH2:19][CH2:18][CH2:17]1. The yield is 0.620. (4) The reactants are Br[C:2]1[CH:3]=[C:4]2[C:10]([C:11]3[CH:16]=[CH:15][CH:14]=[CH:13][C:12]=3[O:17][CH3:18])=[CH:9][N:8]([S:19]([C:22]3[CH:27]=[CH:26][C:25]([CH3:28])=[CH:24][CH:23]=3)(=[O:21])=[O:20])[C:5]2=[N:6][CH:7]=1.[C:29]([O:33][C:34]([C:36]1[CH:37]=[C:38](B(O)O)[CH:39]=[CH:40][CH:41]=1)=[O:35])([CH3:32])([CH3:31])[CH3:30].ClCCl. The catalyst is C1C=CC(P(C2C=CC=CC=2)[C-]2C=CC=C2)=CC=1.C1C=CC(P(C2C=CC=CC=2)[C-]2C=CC=C2)=CC=1.Cl[Pd]Cl.[Fe+2].C(#N)C. The product is [C:29]([O:33][C:34](=[O:35])[C:36]1[CH:37]=[CH:38][CH:39]=[C:40]([C:2]2[CH:3]=[C:4]3[C:10]([C:11]4[CH:16]=[CH:15][CH:14]=[CH:13][C:12]=4[O:17][CH3:18])=[CH:9][N:8]([S:19]([C:22]4[CH:23]=[CH:24][C:25]([CH3:28])=[CH:26][CH:27]=4)(=[O:20])=[O:21])[C:5]3=[N:6][CH:7]=2)[CH:41]=1)([CH3:32])([CH3:30])[CH3:31]. The yield is 0.870. (5) The reactants are Cl.[Cl:2][C:3]1[CH:8]=[CH:7][N:6]=[C:5]([C:9]([O:11]C)=O)[CH:4]=1.[CH3:13][NH2:14]. The catalyst is CO.C1COCC1. The product is [Cl:2][C:3]1[CH:8]=[CH:7][N:6]=[C:5]([C:9]([NH:14][CH3:13])=[O:11])[CH:4]=1. The yield is 0.970.